Dataset: Full USPTO retrosynthesis dataset with 1.9M reactions from patents (1976-2016). Task: Predict the reactants needed to synthesize the given product. (1) The reactants are: CS(C)=O.C(Cl)(=O)C(Cl)=O.[OH:11][CH2:12][CH:13]1[CH2:18][N:17]([C:19]([O:21][C:22]([CH3:25])([CH3:24])[CH3:23])=[O:20])[CH2:16][CH2:15][N:14]1[C:26]([O:28][C:29]([CH3:32])([CH3:31])[CH3:30])=[O:27].C(N(CC)CC)C. Given the product [CH:12]([CH:13]1[CH2:18][N:17]([C:19]([O:21][C:22]([CH3:25])([CH3:23])[CH3:24])=[O:20])[CH2:16][CH2:15][N:14]1[C:26]([O:28][C:29]([CH3:32])([CH3:31])[CH3:30])=[O:27])=[O:11], predict the reactants needed to synthesize it. (2) The reactants are: [CH3:1][Si:2]([CH3:33])([CH3:32])[CH2:3][CH2:4][O:5][CH2:6][N:7]([CH2:24][O:25][CH2:26][CH2:27][Si:28]([CH3:31])([CH3:30])[CH3:29])[C:8]1[N:13]2[N:14]=[CH:15][CH:16]=[C:12]2[N:11]=[C:10]([CH:17]2[CH2:22]C[C:20](=[O:23])[CH2:19][CH2:18]2)[CH:9]=1.NC1N2N=CC=C2N=C(C2CCC(=O)C2)C=1.NC1N2N=CC=C2N=C(C2CCC(=O)CC2)C=1. Given the product [CH3:29][Si:28]([CH3:30])([CH3:31])[CH2:27][CH2:26][O:25][CH2:24][N:7]([CH2:6][O:5][CH2:4][CH2:3][Si:2]([CH3:32])([CH3:1])[CH3:33])[C:8]1[N:13]2[N:14]=[CH:15][CH:16]=[C:12]2[N:11]=[C:10]([CH:17]2[CH2:18][CH2:19][C:20](=[O:23])[CH2:22]2)[CH:9]=1, predict the reactants needed to synthesize it. (3) Given the product [Br:1][C:2]1[N:7]=[C:6]([C:8]([OH:10])=[O:9])[C:5]([OH:12])=[CH:4][CH:3]=1, predict the reactants needed to synthesize it. The reactants are: [Br:1][C:2]1[N:7]=[C:6]([C:8]([O:10]C)=[O:9])[C:5]([OH:12])=[CH:4][CH:3]=1.[Li+].[OH-]. (4) Given the product [F:1][C:2]1[CH:7]=[C:6]([CH:5]=[C:4]([F:11])[C:3]=1[N:12]1[CH:16]=[N:15][C:14]([CH3:17])=[N:13]1)[NH2:8], predict the reactants needed to synthesize it. The reactants are: [F:1][C:2]1[CH:7]=[C:6]([N+:8]([O-])=O)[CH:5]=[C:4]([F:11])[C:3]=1[N:12]1[CH:16]=[N:15][C:14]([CH3:17])=[N:13]1. (5) Given the product [OH:30][NH:29][C:24]([C:21]1[CH:22]=[C:23]2[C:18]([CH:17]=[CH:16][NH:15]2)=[CH:19][CH:20]=1)=[O:26], predict the reactants needed to synthesize it. The reactants are: O1CCN(CC2C=CC(OCC[N:15]3[C:23]4[C:18](=[CH:19][CH:20]=[C:21]([C:24]([O-:26])=O)[CH:22]=4)[CH:17]=[CH:16]3)=CC=2)CC1.[NH2:29][OH:30]. (6) Given the product [CH3:1][O:2][C:3]1[N:8]=[CH:7][C:6]([NH:9][S:17]([C:12]2[C:11]([CH3:10])=[CH:16][CH:15]=[CH:14][N:13]=2)(=[O:19])=[O:18])=[CH:5][CH:4]=1, predict the reactants needed to synthesize it. The reactants are: [CH3:1][O:2][C:3]1[N:8]=[CH:7][C:6]([NH2:9])=[CH:5][CH:4]=1.[CH3:10][C:11]1[C:12]([S:17](Cl)(=[O:19])=[O:18])=[N:13][CH:14]=[CH:15][CH:16]=1. (7) Given the product [Cl:1][C:2]1[C:10]2[N:9]=[C:8]([NH:11][C:12]3[CH:17]=[CH:16][C:15]([Cl:18])=[CH:14][C:13]=3[Cl:19])[N:7]([CH2:20][C:21]([OH:23])=[O:22])[C:6]=2[C:5]([CH:27]([CH2:30][CH3:31])[CH2:28][CH3:29])=[CH:4][CH:3]=1, predict the reactants needed to synthesize it. The reactants are: [Cl:1][C:2]1[C:10]2[N:9]=[C:8]([NH:11][C:12]3[CH:17]=[CH:16][C:15]([Cl:18])=[CH:14][C:13]=3[Cl:19])[N:7]([CH2:20][C:21]([O:23]C(C)C)=[O:22])[C:6]=2[C:5]([CH:27]([CH2:30][CH3:31])[CH2:28][CH3:29])=[CH:4][CH:3]=1.[OH-].[Na+]. (8) Given the product [C:66]([O:65][C:63]([NH:62][C@@H:50]([CH2:51][CH2:52][CH2:53][NH:54][C:55]([O:56][C:57]([CH3:60])([CH3:59])[CH3:58])=[O:61])[CH2:49][NH:48][C:32](=[O:33])[CH2:31][C@H:15]1[NH:14][C:13](=[O:35])[C@H:12]([CH2:36][CH2:37][CH2:38][NH:39][C:40](=[O:41])[O:42][C:43]([CH3:46])([CH3:45])[CH3:44])[NH:11][C:10](=[O:47])[C@@H:9]([NH:8][C:6]([O:5][C:1]([CH3:3])([CH3:2])[CH3:4])=[O:7])[CH2:27][C:26]2[CH:28]=[C:22]([CH:23]=[CH:24][C:25]=2[OH:29])[C:21]2=[CH:30][C:17](=[CH:18][CH:19]=[CH:20]2)[CH2:16]1)=[O:64])([CH3:69])([CH3:68])[CH3:67], predict the reactants needed to synthesize it. The reactants are: [C:1]([O:5][C:6]([NH:8][C@H:9]1[CH2:27][C:26]2[CH:28]=[C:22]([CH:23]=[CH:24][C:25]=2[OH:29])[C:21]2=[CH:30][C:17](=[CH:18][CH:19]=[CH:20]2)[CH2:16][C@@H:15]([CH2:31][C:32](O)=[O:33])[NH:14][C:13](=[O:35])[C@H:12]([CH2:36][CH2:37][CH2:38][NH:39][C:40]([O:42][C:43]([CH3:46])([CH3:45])[CH3:44])=[O:41])[NH:11][C:10]1=[O:47])=[O:7])([CH3:4])([CH3:3])[CH3:2].[NH2:48][CH2:49][C@@H:50]([NH:62][C:63]([O:65][C:66]([CH3:69])([CH3:68])[CH3:67])=[O:64])[CH2:51][CH2:52][CH2:53][NH:54][C:55](=[O:61])[O:56][C:57]([CH3:60])([CH3:59])[CH3:58].C(Cl)CCl.C1C=CC2N(O)N=NC=2C=1. (9) Given the product [Cl-:32].[CH:1]([C:3]1[CH:8]=[CH:7][CH:6]=[CH:5][C:4]=1[C:9]1[O:13][N:12]=[C:11]([C:14]2[N:15]=[C:16]([NH+:12]3[CH2:38][CH2:37][CH2:9][CH2:10][CH2:11]3)[S:17][CH:18]=2)[CH:10]=1)=[O:2], predict the reactants needed to synthesize it. The reactants are: [CH:1]([C:3]1[CH:8]=[CH:7][CH:6]=[CH:5][C:4]=1[C:9]1[O:13][N:12]=[C:11]([C:14]2[N:15]=[C:16](C3CCN(C(OC(C)(C)C)=O)CC3)[S:17][CH:18]=2)[CH:10]=1)=[O:2].[ClH:32].O1[CH2:38][CH2:37]OCC1.